From a dataset of Full USPTO retrosynthesis dataset with 1.9M reactions from patents (1976-2016). Predict the reactants needed to synthesize the given product. Given the product [NH2:21][C:18]1[CH:19]=[CH:20][C:15]([C:13]([C:9]2[CH:10]=[C:11]3[C:6]([N:5]=[CH:4][C:3]([C:1]#[N:2])=[N:12]3)=[CH:7][CH:8]=2)=[O:14])=[C:16]([F:29])[CH:17]=1, predict the reactants needed to synthesize it. The reactants are: [C:1]([C:3]1[CH:4]=[N:5][C:6]2[C:11]([N:12]=1)=[CH:10][C:9]([C:13]([C:15]1[CH:20]=[CH:19][C:18]([NH:21]C(=O)OC(C)(C)C)=[CH:17][C:16]=1[F:29])=[O:14])=[CH:8][CH:7]=2)#[N:2].C(O)(C(F)(F)F)=O.